From a dataset of Peptide-MHC class I binding affinity with 185,985 pairs from IEDB/IMGT. Regression. Given a peptide amino acid sequence and an MHC pseudo amino acid sequence, predict their binding affinity value. This is MHC class I binding data. (1) The binding affinity (normalized) is 0.632. The MHC is HLA-A68:01 with pseudo-sequence HLA-A68:01. The peptide sequence is SAVIDALPR. (2) The peptide sequence is SESSDSGS. The MHC is Mamu-B3901 with pseudo-sequence Mamu-B3901. The binding affinity (normalized) is 0.239. (3) The peptide sequence is SYTEIEKIDI. The MHC is H-2-Kd with pseudo-sequence H-2-Kd. The binding affinity (normalized) is 0.149. (4) The peptide sequence is FYRNYIEPYL. The MHC is H-2-Kd with pseudo-sequence H-2-Kd. The binding affinity (normalized) is 0. (5) The peptide sequence is EATYHIIIVA. The MHC is HLA-A02:01 with pseudo-sequence HLA-A02:01. The binding affinity (normalized) is 0.292. (6) The peptide sequence is MSNEGSYFF. The MHC is HLA-A11:01 with pseudo-sequence HLA-A11:01. The binding affinity (normalized) is 0.0847.